Task: Predict the product of the given reaction.. Dataset: Forward reaction prediction with 1.9M reactions from USPTO patents (1976-2016) (1) Given the reactants Br[CH:2]([CH3:5])[C:3]#[N:4].[CH3:6][C:7]1([CH3:18])[O:12][C:11](=[O:13])[NH:10][C:9]2[CH:14]=[CH:15][CH:16]=[CH:17][C:8]1=2.C(=O)([O-])[O-].[K+].[K+], predict the reaction product. The product is: [CH3:6][C:7]1([CH3:18])[O:12][C:11](=[O:13])[N:10]([CH2:5][CH2:2][C:3]#[N:4])[C:9]2[CH:14]=[CH:15][CH:16]=[CH:17][C:8]1=2. (2) Given the reactants [NH2:1][C:2]1[N:7]=[CH:6][C:5]([CH:8]2[CH2:12][CH2:11][N:10]([C:13]([O:15][C:16]([CH3:19])([CH3:18])[CH3:17])=[O:14])[CH2:9]2)=[CH:4][CH:3]=1.Br[C:21]1[C:22](=[O:29])[N:23]([CH3:28])[N:24]=[C:25]([Cl:27])[CH:26]=1.C1(P(C2C=CC=CC=2)C2C3OC4C(=CC=CC=4P(C4C=CC=CC=4)C4C=CC=CC=4)C(C)(C)C=3C=CC=2)C=CC=CC=1.C(=O)([O-])[O-].[Cs+].[Cs+], predict the reaction product. The product is: [Cl:27][C:25]1[CH:26]=[C:21]([NH:1][C:2]2[N:7]=[CH:6][C:5]([CH:8]3[CH2:12][CH2:11][N:10]([C:13]([O:15][C:16]([CH3:19])([CH3:18])[CH3:17])=[O:14])[CH2:9]3)=[CH:4][CH:3]=2)[C:22](=[O:29])[N:23]([CH3:28])[N:24]=1.